From a dataset of Reaction yield outcomes from USPTO patents with 853,638 reactions. Predict the reaction yield, written as a fraction of the theoretical maximum amount of product (1.0 means a 100% yield; for example, 0.34 means a 34% yield). The reactants are [N:1]1[CH:6]=[CH:5][CH:4]=[CH:3][C:2]=1[CH:7]=[C:8]1[S:12][C:11](=[O:13])[NH:10][C:9]1=[O:14]. The catalyst is O1CCCC1.[Pd]. The product is [N:1]1[CH:6]=[CH:5][CH:4]=[CH:3][C:2]=1[CH2:7][CH:8]1[S:12][C:11](=[O:13])[NH:10][C:9]1=[O:14]. The yield is 0.160.